From a dataset of Reaction yield outcomes from USPTO patents with 853,638 reactions. Predict the reaction yield, written as a fraction of the theoretical maximum amount of product (1.0 means a 100% yield; for example, 0.34 means a 34% yield). (1) The yield is 0.740. The product is [C:19]([C:23]1[CH:28]=[CH:27][C:26]([S:29]([NH:1][CH2:2][C:3]2[CH:17]=[CH:16][C:6]([C:7]([NH:9][C:10]3[CH:11]=[N:12][CH:13]=[CH:14][CH:15]=3)=[O:8])=[C:5]([F:18])[CH:4]=2)(=[O:31])=[O:30])=[CH:25][CH:24]=1)([CH3:22])([CH3:20])[CH3:21]. The catalyst is N1C=CC=CC=1. The reactants are [NH2:1][CH2:2][C:3]1[CH:17]=[CH:16][C:6]([C:7]([NH:9][C:10]2[CH:11]=[N:12][CH:13]=[CH:14][CH:15]=2)=[O:8])=[C:5]([F:18])[CH:4]=1.[C:19]([C:23]1[CH:28]=[CH:27][C:26]([S:29](Cl)(=[O:31])=[O:30])=[CH:25][CH:24]=1)([CH3:22])([CH3:21])[CH3:20]. (2) The reactants are [OH:1][C:2]1([C:12]#[C:13][C:14]([C:16]2[CH:21]=[CH:20][C:19]([O:22][CH3:23])=[CH:18][CH:17]=2)=O)[CH2:11][CH2:10][C:5]2([O:9][CH2:8][CH2:7][O:6]2)[CH2:4][CH2:3]1.Cl.[CH3:25][O:26][C:27]1[CH:32]=[CH:31][C:30]([NH:33][NH2:34])=[CH:29][CH:28]=1.C(N(CC)CC)C. The catalyst is C(O)C. The product is [CH3:25][O:26][C:27]1[CH:32]=[CH:31][C:30]([N:33]2[C:14]([C:16]3[CH:21]=[CH:20][C:19]([O:22][CH3:23])=[CH:18][CH:17]=3)=[CH:13][C:12]([C:2]3([OH:1])[CH2:11][CH2:10][C:5]4([O:9][CH2:8][CH2:7][O:6]4)[CH2:4][CH2:3]3)=[N:34]2)=[CH:29][CH:28]=1. The yield is 0.880. (3) The reactants are Br[C:2]1[CH:3]=[CH:4][C:5]2[C:6]3[CH2:15][N:14]([C:16]([O:18][C:19]([CH3:22])([CH3:21])[CH3:20])=[O:17])[CH2:13][CH2:12][C:7]=3[N:8]([CH3:11])[C:9]=2[CH:10]=1.[F:23][C:24]1[CH:38]=[CH:37][C:27]([CH2:28][CH2:29][N:30]2[CH2:35][CH2:34][NH:33][C:32](=[O:36])[CH2:31]2)=[CH:26][CH:25]=1. No catalyst specified. The product is [F:23][C:24]1[CH:25]=[CH:26][C:27]([CH2:28][CH2:29][N:30]2[CH2:35][CH2:34][N:33]([C:2]3[CH:3]=[CH:4][C:5]4[C:6]5[CH2:15][N:14]([C:16]([O:18][C:19]([CH3:22])([CH3:21])[CH3:20])=[O:17])[CH2:13][CH2:12][C:7]=5[N:8]([CH3:11])[C:9]=4[CH:10]=3)[C:32](=[O:36])[CH2:31]2)=[CH:37][CH:38]=1. The yield is 0.330. (4) The reactants are [F:1][C:2]1[CH:7]=[CH:6][C:5]([NH2:8])=[CH:4][C:3]=1[N+:9]([O-:11])=[O:10].Br[CH2:13][CH2:14][O:15][CH2:16][CH2:17]Br.C(=O)([O-])[O-].[K+].[K+].[I-].[K+]. The catalyst is C(#N)C.CCOC(C)=O. The product is [F:1][C:2]1[CH:7]=[CH:6][C:5]([N:8]2[CH2:17][CH2:16][O:15][CH2:14][CH2:13]2)=[CH:4][C:3]=1[N+:9]([O-:11])=[O:10]. The yield is 0.310. (5) The reactants are [Si]([O:8][CH2:9][C@H:10]1[O:18][C@H:17]2[C@H:13]([N:14]=[C:15]([N:19](C)[C:20](=O)OC(C)(C)C)[S:16]2)[C@H:12]([F:28])[C@@H:11]1[OH:29])(C(C)(C)C)(C)C.Cl. The catalyst is CO. The product is [F:28][C@H:12]1[C@H:13]2[N:14]=[C:15]([NH:19][CH3:20])[S:16][C@H:17]2[O:18][C@H:10]([CH2:9][OH:8])[C@H:11]1[OH:29]. The yield is 0.890. (6) The reactants are [CH2:1]=[C:2]1[CH2:11][CH2:10][C:5]2([O:9][CH2:8][CH2:7][O:6]2)[CH2:4][CH2:3]1.B1C2CCCC1CCC2.C1C[O:24]CC1. No catalyst specified. The product is [O:9]1[C:5]2([CH2:10][CH2:11][CH:2]([CH2:1][OH:24])[CH2:3][CH2:4]2)[O:6][CH2:7][CH2:8]1. The yield is 0.670. (7) The reactants are C(OC(=O)[NH:7][C:8]1[S:9][C:10]([C:29]([OH:32])([CH3:31])[CH3:30])=[C:11]([C:13]2[C:14]([CH2:27]O)=[N:15][N:16]([CH2:18][C:19]3[CH:24]=[CH:23][C:22]([O:25][CH3:26])=[CH:21][CH:20]=3)[CH:17]=2)[N:12]=1)(C)(C)C.[OH-].[Na+]. The catalyst is OS(O)(=O)=O.O. The product is [CH3:26][O:25][C:22]1[CH:21]=[CH:20][C:19]([CH2:18][N:16]2[CH:17]=[C:13]3[C:14]([CH2:27][O:32][C:29]([CH3:31])([CH3:30])[C:10]4[S:9][C:8]([NH2:7])=[N:12][C:11]=43)=[N:15]2)=[CH:24][CH:23]=1. The yield is 0.530. (8) The reactants are [CH2:1]([C:5]1[N:6]=[C:7]([CH3:27])[NH:8][C:9](=[O:26])[C:10]=1[CH2:11][C:12]1[CH:17]=[CH:16][C:15]([C:18]2[C:19]([C:24]#[N:25])=[CH:20][CH:21]=[CH:22][CH:23]=2)=[CH:14][CH:13]=1)[CH2:2][CH2:3][CH3:4].[CH:28]([O:31][C:32]1[CH:37]=[CH:36][C:35](B(O)O)=[CH:34][CH:33]=1)([CH3:30])[CH3:29].C([N:43](CC)CC)C.N1C=CC=CC=1.[C:54]([O:57]CC)(=[O:56])C. The catalyst is O1CCCC1.C([O-])(=O)C.[Cu+2].C([O-])(=O)C. The product is [CH2:1]([C:5]1[N:6]=[C:7]([CH3:27])[N:8]([C:35]2[CH:36]=[CH:37][C:32]([O:31][CH:28]([CH3:30])[CH3:29])=[CH:33][CH:34]=2)[C:9](=[O:26])[C:10]=1[CH2:11][C:12]1[CH:17]=[CH:16][C:15]([C:18]2[CH:23]=[CH:22][CH:21]=[CH:20][C:19]=2[C:24]2[NH:43][C:54](=[O:56])[O:57][N:25]=2)=[CH:14][CH:13]=1)[CH2:2][CH2:3][CH3:4]. The yield is 0.750. (9) The reactants are [O:1]=[S:2]1(=[O:49])[CH2:7][CH2:6][N:5]([CH2:8][CH2:9][NH:10][C@:11]23[CH2:45][CH2:44][C@@H:43]([C:46]([CH3:48])=[CH2:47])[C@@H:12]2[C@@H:13]2[C@@:26]([CH3:29])([CH2:27][CH2:28]3)[C@@:25]3([CH3:30])[C@@H:16]([C@:17]4([CH3:42])[C@@H:22]([CH2:23][CH2:24]3)[C:21]([CH3:32])([CH3:31])[C:20]([C:33]3[CH:41]=[CH:40][C:36]([C:37]([OH:39])=[O:38])=[CH:35][CH:34]=3)=[CH:19][CH2:18]4)[CH2:15][CH2:14]2)[CH2:4][CH2:3]1.[H][H]. The catalyst is CO.C(OCC)(=O)C.[Pd]. The product is [O:49]=[S:2]1(=[O:1])[CH2:7][CH2:6][N:5]([CH2:8][CH2:9][NH:10][C@:11]23[CH2:45][CH2:44][C@@H:43]([CH:46]([CH3:47])[CH3:48])[C@@H:12]2[C@@H:13]2[C@@:26]([CH3:29])([CH2:27][CH2:28]3)[C@@:25]3([CH3:30])[C@@H:16]([C@:17]4([CH3:42])[C@@H:22]([CH2:23][CH2:24]3)[C:21]([CH3:32])([CH3:31])[C:20]([C:33]3[CH:41]=[CH:40][C:36]([C:37]([OH:39])=[O:38])=[CH:35][CH:34]=3)=[CH:19][CH2:18]4)[CH2:15][CH2:14]2)[CH2:4][CH2:3]1. The yield is 0.280.